Dataset: Peptide-MHC class I binding affinity with 185,985 pairs from IEDB/IMGT. Task: Regression. Given a peptide amino acid sequence and an MHC pseudo amino acid sequence, predict their binding affinity value. This is MHC class I binding data. (1) The peptide sequence is LLNETAKVIK. The MHC is HLA-A31:01 with pseudo-sequence HLA-A31:01. The binding affinity (normalized) is 0.279. (2) The peptide sequence is KYKLKHIVW. The MHC is HLA-A23:01 with pseudo-sequence HLA-A23:01. The binding affinity (normalized) is 0.395. (3) The peptide sequence is FEFILRYGD. The MHC is HLA-A25:01 with pseudo-sequence HLA-A25:01. The binding affinity (normalized) is 0.0847. (4) The peptide sequence is YGSWFGLIY. The MHC is HLA-A02:19 with pseudo-sequence HLA-A02:19. The binding affinity (normalized) is 0.0847.